Dataset: Forward reaction prediction with 1.9M reactions from USPTO patents (1976-2016). Task: Predict the product of the given reaction. (1) The product is: [Cl:1][C:2]1[CH:10]=[C:9]2[C:5]([C:6]([C:11]([N:13]3[CH2:18][CH2:17][C:16]4([C:22]5[CH:23]=[CH:24][C:25]([F:27])=[CH:26][C:21]=5[C:20](=[O:28])[O:19]4)[CH2:15][CH2:14]3)=[O:12])=[CH:7][N:8]2[C:32](=[O:33])[C:31]2[CH:35]=[CH:36][CH:37]=[CH:38][C:30]=2[F:29])=[CH:4][CH:3]=1. Given the reactants [Cl:1][C:2]1[CH:10]=[C:9]2[C:5]([C:6]([C:11]([N:13]3[CH2:18][CH2:17][C:16]4([C:22]5[CH:23]=[CH:24][C:25]([F:27])=[CH:26][C:21]=5[C:20](=[O:28])[O:19]4)[CH2:15][CH2:14]3)=[O:12])=[CH:7][NH:8]2)=[CH:4][CH:3]=1.[F:29][C:30]1[CH:38]=[CH:37][CH:36]=[CH:35][C:31]=1[C:32](Cl)=[O:33], predict the reaction product. (2) Given the reactants [CH3:1][C:2]1[CH:7]=[C:6]([N:8]2[CH2:12][CH2:11][CH:10]([CH2:13][N:14]3[CH2:18][CH2:17][CH2:16][CH:15]3[CH3:19])[CH2:9]2)[CH:5]=[CH:4][C:3]=1[NH2:20].[Cl:21][C:22]1[CH:31]=[C:30]2[C:25]([C:26]([OH:35])=[C:27]([C:32](O)=[O:33])[CH:28]=[N:29]2)=[CH:24][CH:23]=1, predict the reaction product. The product is: [CH3:1][C:2]1[CH:7]=[C:6]([N:8]2[CH2:12][CH2:11][CH:10]([CH2:13][N:14]3[CH2:18][CH2:17][CH2:16][CH:15]3[CH3:19])[CH2:9]2)[CH:5]=[CH:4][C:3]=1[NH:20][C:32]([C:27]1[CH:28]=[N:29][C:30]2[C:25]([C:26]=1[OH:35])=[CH:24][CH:23]=[C:22]([Cl:21])[CH:31]=2)=[O:33]. (3) The product is: [Cl:27][C:22]1[CH:23]=[CH:24][CH:25]=[CH:26][C:21]=1[C:12]1[N:11]([CH2:10][C:8]2[N:9]=[C:4]([NH2:3])[CH:5]=[CH:6][CH:7]=2)[C:19]2[C:14]([CH:13]=1)=[CH:15][CH:16]=[C:17]([O:20][C:29]1[CH:30]=[N:31][CH:32]=[N:33][CH:34]=1)[CH:18]=2. Given the reactants [OH-].[Na+].[NH2:3][C:4]1[N:9]=[C:8]([CH2:10][N:11]2[C:19]3[C:14](=[CH:15][CH:16]=[C:17]([OH:20])[CH:18]=3)[CH:13]=[C:12]2[C:21]2[CH:26]=[CH:25][CH:24]=[CH:23][C:22]=2[Cl:27])[CH:7]=[CH:6][CH:5]=1.Br[C:29]1[CH:30]=[N:31][CH:32]=[N:33][CH:34]=1.CN(P(N(C)C)(N(C)C)=O)C, predict the reaction product. (4) Given the reactants [Cl:1][C:2]1[N:3]=[C:4]([N:13]2[CH2:18][CH2:17][O:16][CH2:15][CH2:14]2)[C:5]2[S:10][C:9]([CH:11]=O)=[CH:8][C:6]=2[N:7]=1.[CH3:19][C:20]([N:24]1[CH2:29][CH2:28][O:27][CH2:26][CH2:25]1)([CH3:23])[CH2:21][NH2:22], predict the reaction product. The product is: [Cl:1][C:2]1[N:3]=[C:4]([N:13]2[CH2:18][CH2:17][O:16][CH2:15][CH2:14]2)[C:5]2[S:10][C:9]([CH2:11][NH:22][CH2:21][C:20]([CH3:23])([N:24]3[CH2:29][CH2:28][O:27][CH2:26][CH2:25]3)[CH3:19])=[CH:8][C:6]=2[N:7]=1. (5) Given the reactants [CH3:1][C:2]1[N:7]=[C:6]([C:8]([F:11])([F:10])[F:9])[N:5]=[C:4]([C:12]([O:14][CH2:15][CH3:16])=[O:13])[CH:3]=1.[Br:17]N1C(=O)CCC1=O.C(OOC(=O)C1C=CC=CC=1)(=O)C1C=CC=CC=1, predict the reaction product. The product is: [Br:17][CH2:1][C:2]1[N:7]=[C:6]([C:8]([F:11])([F:10])[F:9])[N:5]=[C:4]([C:12]([O:14][CH2:15][CH3:16])=[O:13])[CH:3]=1. (6) The product is: [N:1]1[CH:6]=[CH:5][CH:4]=[CH:3][C:2]=1[C:7]([Cl:10])=[NH:8]. Given the reactants [N:1]1[CH:6]=[CH:5][CH:4]=[CH:3][C:2]=1[CH:7]=[N:8]O.[Cl:10]NC(=O)CCC(N)=O, predict the reaction product.